Dataset: Catalyst prediction with 721,799 reactions and 888 catalyst types from USPTO. Task: Predict which catalyst facilitates the given reaction. (1) Product: [ClH:17].[NH2:6][C:7]([CH3:15])([CH2:13][CH3:14])[CH2:8][C:9]([O:11][CH3:12])=[O:10]. The catalyst class is: 12. Reactant: CC(C)(S([NH:6][C:7]([CH3:15])([CH2:13][CH3:14])[CH2:8][C:9]([O:11][CH3:12])=[O:10])=O)C.[ClH:17]. (2) Reactant: [CH3:1][C:2]1([CH3:16])[C:10]2[CH2:9][CH:8]([CH3:11])[CH2:7][C:6](=O)[C:5]=2[C:4]([CH3:14])([CH3:13])[CH:3]1[CH3:15].[C:17](O)(=O)C.[CH:21]([NH2:23])=[NH:22]. Product: [CH3:1][C:2]1([CH3:16])[C:10]2[C:9]3[C:8]([CH:7]([CH3:17])[CH2:6][C:5]=2[C:4]([CH3:14])([CH3:13])[CH:3]1[CH3:15])=[CH:11][N:23]=[CH:21][N:22]=3. The catalyst class is: 51. (3) Reactant: BrC1C=C(NC2C3C(=C(C)C=C([N+]([O-])=[O:20])C=3)N=C[C:10]=2[C:23]#N)C=CC=1.O.O.[Cl:27][Sn]Cl.[CH2:30]([OH:32])[CH3:31].C(=O)(O)[O-:34].[Na+:37]. The catalyst class is: 6. Product: [C:30]([O:34][CH2:23][CH3:10])(=[O:32])[CH3:31].[Cl-:27].[Na+:37].[OH2:20]. (4) Reactant: C[O:2][C:3](=[O:35])[CH2:4][C:5]([N:7]1[CH2:11][C@@H:10]([CH2:12][C:13]([CH3:16])([CH3:15])[CH3:14])[C@@:9]([C:19]2[CH:24]=[CH:23][C:22]([Cl:25])=[CH:21][C:20]=2[F:26])([C:17]#[N:18])[C@H:8]1[C:27]1[CH:32]=[CH:31][CH:30]=[C:29]([Cl:33])[C:28]=1[F:34])=[O:6].[Li+].[OH-]. Product: [Cl:33][C:29]1[C:28]([F:34])=[C:27]([C@@H:8]2[C@:9]([C:19]3[CH:24]=[CH:23][C:22]([Cl:25])=[CH:21][C:20]=3[F:26])([C:17]#[N:18])[C@H:10]([CH2:12][C:13]([CH3:14])([CH3:15])[CH3:16])[CH2:11][N:7]2[C:5](=[O:6])[CH2:4][C:3]([OH:35])=[O:2])[CH:32]=[CH:31][CH:30]=1. The catalyst class is: 36. (5) Reactant: [CH3:1][O:2][C:3](=[O:10])[C@@H:4]1[CH2:8][CH2:7][C:6](=[O:9])[NH:5]1.[H-].[Na+].[CH3:13]I. Product: [CH3:13][N:5]1[C:6](=[O:9])[CH2:7][CH2:8][C@H:4]1[C:3]([O:2][CH3:1])=[O:10]. The catalyst class is: 7. (6) Reactant: [Cl:1][C:2]1[CH:3]=[C:4]([CH:6]=[C:7]([Cl:9])[CH:8]=1)[NH2:5].[CH2:10]([C:12](=O)[C:13]([O-:15])=[O:14])[CH3:11].[CH3:17][C:18]1[CH:19]=[C:20]([CH:23]=[C:24]([CH3:26])[CH:25]=1)C=C.F[C:28](F)(F)[C:29](O)=O. Product: [CH2:28]([O:15][C:13]([CH:12]1[CH2:10][CH:11]([C:20]2[CH:23]=[C:24]([CH3:26])[CH:25]=[C:18]([CH3:17])[CH:19]=2)[C:3]2[C:4](=[CH:6][C:7]([Cl:9])=[CH:8][C:2]=2[Cl:1])[NH:5]1)=[O:14])[CH3:29]. The catalyst class is: 10. (7) The catalyst class is: 8. Reactant: [C:1]([N:6]1[CH2:11][CH2:10][C:9](=[O:12])[CH2:8][CH2:7]1)([O:3][CH2:4][CH3:5])=[O:2].[O-]CC.[Na+].[N+:17]([CH3:20])([O-:19])=[O:18]. Product: [OH:12][C:9]1([CH2:20][N+:17]([O-:19])=[O:18])[CH2:8][CH2:7][N:6]([C:1]([O:3][CH2:4][CH3:5])=[O:2])[CH2:11][CH2:10]1.